This data is from Catalyst prediction with 721,799 reactions and 888 catalyst types from USPTO. The task is: Predict which catalyst facilitates the given reaction. (1) Reactant: C(N(CC)C(C)C)(C)C.Cl.Cl.[CH3:12][Si:13]([CH3:40])([CH3:39])[CH2:14][CH2:15][O:16][CH2:17][N:18]1[C:22]2=[N:23][CH:24]=[CH:25][C:26]([C:27]3[CH:28]=[N:29][N:30]([C:32]4([CH2:36][C:37]#[N:38])[CH2:35][NH:34][CH2:33]4)[CH:31]=3)=[C:21]2[CH:20]=[CH:19]1.Cl[C:42]1[N:43]=[CH:44][C:45]([C:48]([O:50][CH3:51])=[O:49])=[N:46][CH:47]=1.C([O-])(O)=O.[Na+]. Product: [C:37]([CH2:36][C:32]1([N:30]2[CH:31]=[C:27]([C:26]3[CH:25]=[CH:24][N:23]=[C:22]4[N:18]([CH2:17][O:16][CH2:15][CH2:14][Si:13]([CH3:39])([CH3:12])[CH3:40])[CH:19]=[CH:20][C:21]=34)[CH:28]=[N:29]2)[CH2:33][N:34]([C:42]2[N:43]=[CH:44][C:45]([C:48]([O:50][CH3:51])=[O:49])=[N:46][CH:47]=2)[CH2:35]1)#[N:38]. The catalyst class is: 12. (2) Reactant: [S:1]1[CH:5]=[CH:4][C:3]2[C:6]([N:10]3[CH2:15][CH2:14][N:13]([CH2:16][CH2:17][CH2:18][CH2:19][O:20][C:21]4[CH:30]=[C:29]5[C:24]([CH:25]=[CH:26][C:27](=[O:31])[NH:28]5)=[CH:23][CH:22]=4)[CH2:12][CH2:11]3)=[CH:7][CH:8]=[CH:9][C:2]1=2.[I:32][CH2:33][O:34][C:35](=[O:47])[CH2:36][CH2:37][CH2:38][CH2:39][CH2:40][CH2:41][CH2:42][CH2:43][CH2:44][CH2:45][CH3:46]. Product: [I-:32].[S:1]1[CH:5]=[CH:4][C:3]2[C:6]([N:10]3[CH2:11][CH2:12][N+:13]([CH2:33][O:34][C:35](=[O:47])[CH2:36][CH2:37][CH2:38][CH2:39][CH2:40][CH2:41][CH2:42][CH2:43][CH2:44][CH2:45][CH3:46])([CH2:16][CH2:17][CH2:18][CH2:19][O:20][C:21]4[CH:30]=[C:29]5[C:24]([CH:25]=[CH:26][C:27](=[O:31])[NH:28]5)=[CH:23][CH:22]=4)[CH2:14][CH2:15]3)=[CH:7][CH:8]=[CH:9][C:2]1=2. The catalyst class is: 4. (3) Reactant: [NH:1]([C:3]1[CH:8]=[C:7]([O:9][CH2:10][CH2:11][O:12][CH3:13])[CH:6]=[CH:5][N:4]=1)[NH2:2].[Si:14]([O:21][C:22]1[CH:23]=[CH:24][CH:25]=[C:26]2[C:31]=1[N:30]=[C:29]([CH:32]=O)[CH:28]=[CH:27]2)([C:17]([CH3:20])([CH3:19])[CH3:18])([CH3:16])[CH3:15]. Product: [Si:14]([O:21][C:22]1[CH:23]=[CH:24][CH:25]=[C:26]2[C:31]=1[N:30]=[C:29]([CH:32]=[N:2][NH:1][C:3]1[CH:8]=[C:7]([O:9][CH2:10][CH2:11][O:12][CH3:13])[CH:6]=[CH:5][N:4]=1)[CH:28]=[CH:27]2)([C:17]([CH3:20])([CH3:19])[CH3:18])([CH3:15])[CH3:16]. The catalyst class is: 14. (4) Reactant: [Cl:1][C:2]1[CH:3]=[C:4]([C:8]2[C:9]([O:24][CH3:25])=[N:10][CH:11]=[C:12]([CH2:14]B3OC(C)(C)C(C)(C)O3)[CH:13]=2)[CH:5]=[CH:6][CH:7]=1.Br[C:27]1[N:28]=[CH:29][C:30]([NH:33][C:34](=[O:40])[O:35][C:36]([CH3:39])([CH3:38])[CH3:37])=[N:31][CH:32]=1.C([O-])([O-])=O.[K+].[K+]. Product: [Cl:1][C:2]1[CH:3]=[C:4]([C:8]2[CH:13]=[C:12]([CH2:14][C:27]3[N:28]=[CH:29][C:30]([NH:33][C:34](=[O:40])[O:35][C:36]([CH3:38])([CH3:37])[CH3:39])=[N:31][CH:32]=3)[CH:11]=[N:10][C:9]=2[O:24][CH3:25])[CH:5]=[CH:6][CH:7]=1. The catalyst class is: 70.